The task is: Predict which catalyst facilitates the given reaction.. This data is from Catalyst prediction with 721,799 reactions and 888 catalyst types from USPTO. (1) Reactant: [C:1]([C:3]1[S:4][C:5]2[C:11]([C:12]#[N:13])=[C:10](/[N:14]=[CH:15]/[N:16](C)C)[CH:9]=[CH:8][C:6]=2[N:7]=1)#[N:2].[O:19]1[C:23]2[CH:24]=[CH:25][C:26](N)=[CH:27][C:22]=2[CH2:21][CH2:20]1.[K+].[Br-]. Product: [O:19]1[C:23]2[CH:24]=[CH:25][C:26]([NH:13][C:12]3[C:11]4[C:10](=[CH:9][CH:8]=[C:6]5[N:7]=[C:3]([C:1]#[N:2])[S:4][C:5]5=4)[N:14]=[CH:15][N:16]=3)=[CH:27][C:22]=2[CH2:21][CH2:20]1. The catalyst class is: 25. (2) Reactant: [Si:1]([O:8][C@H:9]1[C@H:14]([N:15]2[CH2:20][CH2:19][O:18][CH2:17][CH2:16]2)[CH2:13][CH2:12][N:11]([C:21]2[C:22]([Cl:37])=[C:23]([NH:29]C(=O)OC(C)(C)C)[CH:24]=[C:25]([C:27]#[N:28])[CH:26]=2)[CH2:10]1)([C:4]([CH3:7])([CH3:6])[CH3:5])([CH3:3])[CH3:2].C(O)(C(F)(F)F)=O. Product: [NH2:29][C:23]1[CH:24]=[C:25]([CH:26]=[C:21]([N:11]2[CH2:12][CH2:13][C@@H:14]([N:15]3[CH2:16][CH2:17][O:18][CH2:19][CH2:20]3)[C@H:9]([O:8][Si:1]([C:4]([CH3:7])([CH3:6])[CH3:5])([CH3:2])[CH3:3])[CH2:10]2)[C:22]=1[Cl:37])[C:27]#[N:28]. The catalyst class is: 4. (3) Reactant: [N:1]1([CH2:7][C:8]2[CH:13]=[CH:12][N:11]=[C:10]([NH:14]C(=O)OC(C)(C)C)[CH:9]=2)[CH2:6][CH2:5][O:4][CH2:3][CH2:2]1. Product: [N:1]1([CH2:7][C:8]2[CH:13]=[CH:12][N:11]=[C:10]([NH2:14])[CH:9]=2)[CH2:6][CH2:5][O:4][CH2:3][CH2:2]1. The catalyst class is: 330. (4) Reactant: C[O-].[Na+].[Cl:4][CH2:5][C:6]1([CH3:24])[O:10][N:9]=[C:8]([S:11][CH2:12][C:13]2[C:14]([C:20]([F:23])([F:22])[F:21])=[N:15][N:16]([CH3:19])[C:17]=2F)[CH2:7]1.O.[C:26](OCC)(=[O:28])C. Product: [Cl:4][CH2:5][C:6]1([CH3:24])[O:10][N:9]=[C:8]([S:11][CH2:12][C:13]2[C:14]([C:20]([F:23])([F:22])[F:21])=[N:15][N:16]([CH3:19])[C:17]=2[O:28][CH3:26])[CH2:7]1. The catalyst class is: 5. (5) Reactant: [CH:1]1([N:7]([CH2:24][CH:25]([CH3:27])[CH3:26])[C:8]2[C:9]([NH2:23])=[CH:10][C:11](B3OCC(C)(C)CO3)=[C:12]([F:14])[CH:13]=2)[CH2:6][CH2:5][CH2:4][CH2:3][CH2:2]1.I[C@H:29]1[CH2:31][C@H:30]1[C:32]([O:34][CH2:35][CH3:36])=[O:33].C([O-])([O-])=O.[Cs+].[Cs+]. Product: [NH2:23][C:9]1[C:8]([N:7]([CH:1]2[CH2:2][CH2:3][CH2:4][CH2:5][CH2:6]2)[CH2:24][CH:25]([CH3:26])[CH3:27])=[CH:13][C:12]([F:14])=[C:11]([C@H:29]2[CH2:31][C@H:30]2[C:32]([O:34][CH2:35][CH3:36])=[O:33])[CH:10]=1. The catalyst class is: 669. (6) Reactant: C[O:2][C:3](=[O:39])[CH2:4][C:5]1[CH:14]=[C:13]([CH:15]2[CH2:20][CH2:19][N:18]([S:21]([C:24]3[CH:29]=[C:28]([C:30]([F:33])([F:32])[F:31])[CH:27]=[C:26]([C:34]([F:37])([F:36])[F:35])[CH:25]=3)(=[O:23])=[O:22])[CH2:17][CH2:16]2)[C:12]2[C:7](=[CH:8][CH:9]=[C:10]([F:38])[CH:11]=2)[CH:6]=1.O.[OH-].[Li+]. Product: [F:36][C:34]([F:35])([F:37])[C:26]1[CH:25]=[C:24]([S:21]([N:18]2[CH2:19][CH2:20][CH:15]([C:13]3[C:12]4[C:7](=[CH:8][CH:9]=[C:10]([F:38])[CH:11]=4)[CH:6]=[C:5]([CH2:4][C:3]([OH:39])=[O:2])[CH:14]=3)[CH2:16][CH2:17]2)(=[O:23])=[O:22])[CH:29]=[C:28]([C:30]([F:31])([F:32])[F:33])[CH:27]=1. The catalyst class is: 20. (7) Product: [ClH:38].[Cl:38][C:36]1[CH:35]=[CH:34][C:32]2[CH:33]=[C:28]([S:25]([N:22]3[CH2:23][CH2:24][N:19]([CH2:18][C:11]4([C:14]([O:16][CH3:17])=[O:15])[CH2:12][CH2:13][NH:8][CH2:9][CH2:10]4)[C:20](=[O:39])[CH2:21]3)(=[O:27])=[O:26])[CH2:29][O:30][C:31]=2[CH:37]=1. Reactant: C(OC([N:8]1[CH2:13][CH2:12][C:11]([CH2:18][N:19]2[CH2:24][CH2:23][N:22]([S:25]([C:28]3[CH2:29][O:30][C:31]4[CH:37]=[C:36]([Cl:38])[CH:35]=[CH:34][C:32]=4[CH:33]=3)(=[O:27])=[O:26])[CH2:21][C:20]2=[O:39])([C:14]([O:16][CH3:17])=[O:15])[CH2:10][CH2:9]1)=O)(C)(C)C.Cl. The catalyst class is: 370.